Predict the reaction yield, written as a fraction of the theoretical maximum amount of product (1.0 means a 100% yield; for example, 0.34 means a 34% yield). From a dataset of Reaction yield outcomes from USPTO patents with 853,638 reactions. (1) The reactants are [C:1]([O:4][C:5]1[CH:6]=[C:7]([CH:11]=[CH:12][CH:13]=1)[C:8]([OH:10])=O)(=[O:3])[CH3:2].[NH:14]1[C:18]2[CH:19]=[CH:20][CH:21]=[CH:22][C:17]=2[N:16]=[C:15]1[C:23]1[CH:24]=[C:25]([CH:27]=[CH:28][C:29]=1[Cl:30])[NH2:26].[CH3:31][N:32](C(ON1N=NC2C=CC=NC1=2)=[N+](C)C)[CH3:33].F[P-](F)(F)(F)(F)F.CCN(CC)CC. The catalyst is ClCCl. The product is [C:1]([O:4][C:5]1[CH:13]=[CH:12][CH:11]=[C:7]([C:8](=[O:10])[NH:26][C:25]2[CH:27]=[CH:28][C:29]([Cl:30])=[C:23]([C:15]3[NH:16][C:17]4[CH:22]=[CH:21][C:20]([N:32]([CH3:33])[CH3:31])=[CH:19][C:18]=4[N:14]=3)[CH:24]=2)[CH:6]=1)(=[O:3])[CH3:2]. The yield is 0.490. (2) The reactants are I[C:2]1[C:10]2[C:5](=[N:6][CH:7]=[C:8]([C:11]3[CH:16]=[CH:15][C:14]([S:17]([CH:20]([CH3:22])[CH3:21])(=[O:19])=[O:18])=[CH:13][CH:12]=3)[N:9]=2)[N:4](S(C2C=CC(C)=CC=2)(=O)=O)[CH:3]=1.[CH2:33]([NH2:40])[C:34]1[CH:39]=[CH:38][CH:37]=[CH:36][CH:35]=1.C1(P(C2C=CC=CC=2)C2C=CC=C3[C:49]=2[O:50]C2C(P(C4C=CC=CC=4)C4C=CC=CC=4)=CC=CC=2C3(C)C)C=CC=CC=1.C(=O)([O-])[O-].[Na+].[Na+]. The catalyst is C([O-])(=O)C.C([O-])(=O)C.[Pd+2].O1CCOCC1. The product is [CH2:33]([NH:40][C:49]([C:2]1[C:10]2[C:5](=[N:6][CH:7]=[C:8]([C:11]3[CH:12]=[CH:13][C:14]([S:17]([CH:20]([CH3:21])[CH3:22])(=[O:19])=[O:18])=[CH:15][CH:16]=3)[N:9]=2)[NH:4][CH:3]=1)=[O:50])[C:34]1[CH:39]=[CH:38][CH:37]=[CH:36][CH:35]=1. The yield is 0.150.